Dataset: Forward reaction prediction with 1.9M reactions from USPTO patents (1976-2016). Task: Predict the product of the given reaction. (1) Given the reactants Cl[C:2]1[C:11]2[C:6](=[C:7]([C:12]([F:15])([F:14])[F:13])[CH:8]=[CH:9][CH:10]=2)[N:5]=[C:4]([C:16]([F:19])([F:18])[F:17])[CH:3]=1.[NH2:20][C@H:21]1[CH2:26][CH2:25][C@H:24]([NH2:27])[CH2:23][CH2:22]1.[OH-].[Na+], predict the reaction product. The product is: [F:17][C:16]([F:19])([F:18])[C:4]1[CH:3]=[C:2]([NH:20][C@H:21]2[CH2:26][CH2:25][C@H:24]([NH2:27])[CH2:23][CH2:22]2)[C:11]2[C:6](=[C:7]([C:12]([F:15])([F:14])[F:13])[CH:8]=[CH:9][CH:10]=2)[N:5]=1. (2) The product is: [Br:11][C:9]1[CH:8]=[CH:7][C:6]([O:12][CH2:13][C:14]2[CH:19]=[CH:18][C:17]([Cl:20])=[CH:16][CH:15]=2)=[C:5]([C:3](=[O:4])[CH2:2][N:21]([CH3:23])[CH3:22])[CH:10]=1. Given the reactants Br[CH2:2][C:3]([C:5]1[CH:10]=[C:9]([Br:11])[CH:8]=[CH:7][C:6]=1[O:12][CH2:13][C:14]1[CH:19]=[CH:18][C:17]([Cl:20])=[CH:16][CH:15]=1)=[O:4].[NH:21]([CH3:23])[CH3:22].Cl.C([O-])([O-])=O.[K+].[K+], predict the reaction product. (3) The product is: [OH:15][C@@H:9]1[CH2:8][N:7]([CH2:6][CH2:5][C@H:4]([N:16]2[C:22](=[O:23])[CH2:21][CH2:20][N:19]([C:24]3[CH:29]=[CH:28][CH:27]=[C:26]([C:30]([F:31])([F:33])[F:32])[CH:25]=3)[CH2:18][CH2:17]2)[CH2:3][OH:2])[CH2:14][CH2:13][C:10]21[CH2:12][CH2:11]2. Given the reactants C[O:2][C:3](=O)[C@@H:4]([N:16]1[C:22](=[O:23])[CH2:21][CH2:20][N:19]([C:24]2[CH:29]=[CH:28][CH:27]=[C:26]([C:30]([F:33])([F:32])[F:31])[CH:25]=2)[CH2:18][CH2:17]1)[CH2:5][CH2:6][N:7]1[CH2:14][CH2:13][C:10]2([CH2:12][CH2:11]2)[C@H:9]([OH:15])[CH2:8]1.[Li+].[BH4-], predict the reaction product. (4) Given the reactants [CH:1]1([N:7]([C@H:21]2[CH2:26][CH2:25][C@H:24](OC3C=CC=CC=3)[CH2:23][CH2:22]2)[C:8](=[O:20])[NH:9][C:10]2[S:11][C:12]([S:15][CH2:16]C(O)=O)=[CH:13][N:14]=2)[CH2:6][CH2:5][CH2:4][CH2:3][CH2:2]1.C1(N[C@H]2CC[C@H]([O:47][C:48]3[CH:53]=[CH:52][CH:51]=[CH:50][N:49]=3)CC2)CCCCC1.C([O:56][C:57](=[O:67])[CH2:58]CSC1SC(N)=NC=1)C, predict the reaction product. The product is: [CH:1]1([N:7]([C@H:21]2[CH2:22][CH2:23][C@H:24]([O:47][C:48]3[CH:53]=[CH:52][CH:51]=[CH:50][N:49]=3)[CH2:25][CH2:26]2)[C:8](=[O:20])[NH:9][C:10]2[S:11][C:12]([S:15][CH2:16][CH2:58][C:57]([OH:67])=[O:56])=[CH:13][N:14]=2)[CH2:6][CH2:5][CH2:4][CH2:3][CH2:2]1.